From a dataset of Forward reaction prediction with 1.9M reactions from USPTO patents (1976-2016). Predict the product of the given reaction. Given the reactants [Cl:1][C:2]1[CH:3]=[N:4][N:5]([CH2:10][CH3:11])[C:6]=1[C:7](Cl)=[O:8].[C:12]1([S:18]([N:21]2[C:29]3[CH:28]=[C:27]([Sn:30]([CH3:33])([CH3:32])[CH3:31])[CH:26]=[C:25]([NH2:34])[C:24]=3[CH:23]=[N:22]2)(=[O:20])=[O:19])[CH:17]=[CH:16][CH:15]=[CH:14][CH:13]=1.C(=O)(O)[O-].[Na+], predict the reaction product. The product is: [Cl:1][C:2]1[CH:3]=[N:4][N:5]([CH2:10][CH3:11])[C:6]=1[C:7]([NH:34][C:25]1[CH:26]=[C:27]([Sn:30]([CH3:33])([CH3:32])[CH3:31])[CH:28]=[C:29]2[C:24]=1[CH:23]=[N:22][N:21]2[S:18]([C:12]1[CH:17]=[CH:16][CH:15]=[CH:14][CH:13]=1)(=[O:20])=[O:19])=[O:8].